From a dataset of Full USPTO retrosynthesis dataset with 1.9M reactions from patents (1976-2016). Predict the reactants needed to synthesize the given product. (1) Given the product [Br:18][C:15]1[C:7]2[C:6]3[CH:5]=[C:4]([O:16][CH3:17])[C:3]([O:2][CH3:1])=[CH:12][C:11]=3[N:10]=[CH:9][C:8]=2[NH:13][N:14]=1, predict the reactants needed to synthesize it. The reactants are: [CH3:1][O:2][C:3]1[C:4]([O:16][CH3:17])=[CH:5][C:6]2[C:7]3[CH:15]=[N:14][NH:13][C:8]=3[CH:9]=[N:10][C:11]=2[CH:12]=1.[Br:18]Br. (2) Given the product [C:27]([O:30][CH:31]1[CH:36]([O:37][C:38](=[O:40])[CH3:39])[CH:35]([O:41][C:42](=[O:44])[CH3:43])[CH:34]([CH2:45][O:46][C:47](=[O:49])[CH3:48])[O:33][CH:32]1[O:8][C:9]1[CH:13]=[CH:12][S:11][C:10]=1[C:14](=[O:15])[C:16]1[CH:17]=[CH:18][C:19]([O:22][C:23]([F:26])([F:24])[F:25])=[CH:20][CH:21]=1)(=[O:29])[CH3:28], predict the reactants needed to synthesize it. The reactants are: C(=O)([O-])[O-].[K+].[K+].O.[OH:8][C:9]1[CH:13]=[CH:12][S:11][C:10]=1[C:14]([C:16]1[CH:21]=[CH:20][C:19]([O:22][C:23]([F:26])([F:25])[F:24])=[CH:18][CH:17]=1)=[O:15].[C:27]([O:30][C@@H:31]1[C@@H:36]([O:37][C:38](=[O:40])[CH3:39])[C@H:35]([O:41][C:42](=[O:44])[CH3:43])[C@@H:34]([CH2:45][O:46][C:47](=[O:49])[CH3:48])[O:33][C@@H:32]1Br)(=[O:29])[CH3:28]. (3) Given the product [CH3:1][N:2]1[C:6]([C:7]([Cl:42])=[O:8])=[C:5]([CH3:10])[C:4]([C:11]2[CH:16]=[CH:15][C:14]([O:17][CH2:18][C:19]3[C:24]([N:25]4[C:29](=[O:30])[N:28]([CH3:31])[N:27]=[N:26]4)=[CH:23][CH:22]=[CH:21][C:20]=3[CH3:32])=[C:13]([CH3:33])[CH:12]=2)=[N:3]1, predict the reactants needed to synthesize it. The reactants are: [CH3:1][N:2]1[C:6]([C:7](O)=[O:8])=[C:5]([CH3:10])[C:4]([C:11]2[CH:16]=[CH:15][C:14]([O:17][CH2:18][C:19]3[C:24]([N:25]4[C:29](=[O:30])[N:28]([CH3:31])[N:27]=[N:26]4)=[CH:23][CH:22]=[CH:21][C:20]=3[CH3:32])=[C:13]([CH3:33])[CH:12]=2)=[N:3]1.O1CCCC1.C(Cl)(=O)C([Cl:42])=O. (4) Given the product [F:29][C:19]1[CH:18]=[C:17]([CH:22]=[C:21]([N:23]2[CH2:28][CH2:27][CH2:26][CH2:25][CH2:24]2)[CH:20]=1)[C:16]([NH:15][C:8]1[C:9]2[C:14](=[CH:13][CH:12]=[CH:11][CH:10]=2)[C:5]([O:4][CH2:3][CH2:2][N:35]2[CH2:36][CH2:37][CH:32]([OH:31])[CH2:33][CH2:34]2)=[CH:6][CH:7]=1)=[O:30], predict the reactants needed to synthesize it. The reactants are: Cl[CH2:2][CH2:3][O:4][C:5]1[C:14]2[C:9](=[CH:10][CH:11]=[CH:12][CH:13]=2)[C:8]([NH:15][C:16](=[O:30])[C:17]2[CH:22]=[C:21]([N:23]3[CH2:28][CH2:27][CH2:26][CH2:25][CH2:24]3)[CH:20]=[C:19]([F:29])[CH:18]=2)=[CH:7][CH:6]=1.[OH:31][CH:32]1[CH2:37][CH2:36][NH:35][CH2:34][CH2:33]1.C(OCC)(=O)C. (5) Given the product [OH:8][C@@H:9]1[C@H:13]2[N:14]([C:16]([O:18][C:19]([CH3:22])([CH3:21])[CH3:20])=[O:17])[CH2:15][C@@H:10]1[O:11][CH2:12]2, predict the reactants needed to synthesize it. The reactants are: C([O:8][C@@H:9]1[C@H:13]2[N:14]([C:16]([O:18][C:19]([CH3:22])([CH3:21])[CH3:20])=[O:17])[CH2:15][C@@H:10]1[O:11][CH2:12]2)C1C=CC=CC=1. (6) Given the product [F:1][C:2]1[C:3]([N+:15]([O-:17])=[O:16])=[C:4]([CH:8]=[C:9]([O:13][CH3:14])[C:10]=1[O:11][CH3:12])[C:5]([NH2:22])=[O:6], predict the reactants needed to synthesize it. The reactants are: [F:1][C:2]1[C:3]([N+:15]([O-:17])=[O:16])=[C:4]([CH:8]=[C:9]([O:13][CH3:14])[C:10]=1[O:11][CH3:12])[C:5](O)=[O:6].S(Cl)(Cl)=O.[NH3:22].C1COCC1.